Task: Regression/Classification. Given a drug SMILES string, predict its absorption, distribution, metabolism, or excretion properties. Task type varies by dataset: regression for continuous measurements (e.g., permeability, clearance, half-life) or binary classification for categorical outcomes (e.g., BBB penetration, CYP inhibition). Dataset: cyp1a2_veith.. Dataset: CYP1A2 inhibition data for predicting drug metabolism from PubChem BioAssay The compound is NC(N)=N/N=C\c1ccc(O)c(C(=O)O)c1. The result is 0 (non-inhibitor).